From a dataset of Catalyst prediction with 721,799 reactions and 888 catalyst types from USPTO. Predict which catalyst facilitates the given reaction. (1) Reactant: [C:1](Cl)(Cl)=[O:2].CN(C)C=O.[CH3:10][O:11][C:12]1[CH:17]=[CH:16][C:15]([NH:18][NH:19][C:20](=[O:25])[C:21]([CH3:24])([CH3:23])[CH3:22])=[CH:14][CH:13]=1. The catalyst class is: 11. Product: [CH3:10][O:11][C:12]1[CH:13]=[CH:14][C:15]([N:18]2[C:1](=[O:2])[O:25][C:20]([C:21]([CH3:24])([CH3:23])[CH3:22])=[N:19]2)=[CH:16][CH:17]=1. (2) Reactant: [Br:1][C:2]1[CH:7]=[CH:6][CH:5]=[C:4]([CH2:8]Cl)[N:3]=1.[CH2:10]([O:12][C:13]([CH:15]1[CH2:20][CH2:19][N:18]([C:21](=[S:23])[NH2:22])[CH2:17][CH2:16]1)=[O:14])[CH3:11].[CH2:24](N(CC)CC)C. The catalyst class is: 8. Product: [CH2:10]([O:12][C:13]([CH:15]1[CH2:20][CH2:19][N:18]([C:21]2[S:23][C:8]([C:4]3[CH:5]=[CH:6][CH:7]=[C:2]([Br:1])[N:3]=3)=[CH:24][N:22]=2)[CH2:17][CH2:16]1)=[O:14])[CH3:11]. (3) Reactant: ClC1C=CC(N)=CC=1C1C=CC=CN=1.[N+](C1C=CC(C(O)=O)=CC=1)([O-])=O.[Cl:27][C:28]1[CH:33]=[CH:32][C:31]([NH:34][C:35](=[O:45])[C:36]2[CH:41]=[CH:40][C:39]([N+:42]([O-])=O)=[CH:38][CH:37]=2)=[CH:30][C:29]=1[C:46]1[CH:51]=[CH:50][CH:49]=[CH:48][N:47]=1.[Sn](Cl)Cl. Product: [NH2:42][C:39]1[CH:40]=[CH:41][C:36]([C:35]([NH:34][C:31]2[CH:32]=[CH:33][C:28]([Cl:27])=[C:29]([C:46]3[CH:51]=[CH:50][CH:49]=[CH:48][N:47]=3)[CH:30]=2)=[O:45])=[CH:37][CH:38]=1. The catalyst class is: 422. (4) Reactant: [CH2:1]([C:5]1[O:9][N:8]=[C:7]([C:10]([O:12]CC)=[O:11])[CH:6]=1)[CH2:2][CH2:3][CH3:4].C(O)C.[OH-].[K+]. Product: [CH2:1]([C:5]1[O:9][N:8]=[C:7]([C:10]([OH:12])=[O:11])[CH:6]=1)[CH2:2][CH2:3][CH3:4]. The catalyst class is: 6.